Dataset: Full USPTO retrosynthesis dataset with 1.9M reactions from patents (1976-2016). Task: Predict the reactants needed to synthesize the given product. (1) Given the product [F:8][C:6]1[CH:5]=[CH:4][C:3]([C:9]2[N:14]=[CH:13][N:12]=[C:11]([NH:15][C:16]3[CH:21]=[CH:20][CH:19]=[C:18]([CH2:22][S:23]([CH3:26])(=[O:25])=[O:24])[CH:17]=3)[N:10]=2)=[C:2]([O:35][CH2:34][C:32]2[CH:31]=[CH:30][N:29]=[C:28]([F:27])[CH:33]=2)[CH:7]=1, predict the reactants needed to synthesize it. The reactants are: F[C:2]1[CH:7]=[C:6]([F:8])[CH:5]=[CH:4][C:3]=1[C:9]1[N:14]=[CH:13][N:12]=[C:11]([NH:15][C:16]2[CH:21]=[CH:20][CH:19]=[C:18]([CH2:22][S:23]([CH3:26])(=[O:25])=[O:24])[CH:17]=2)[N:10]=1.[F:27][C:28]1[CH:33]=[C:32]([CH2:34][OH:35])[CH:31]=[CH:30][N:29]=1.C[Si]([N-][Si](C)(C)C)(C)C.[Na+].[Cl-].[NH4+]. (2) Given the product [NH2:25][C:16]1[CH:17]=[CH:18][CH:19]=[C:20]([C:21]([F:22])([F:23])[F:24])[C:15]=1[O:14][CH2:13][C@H:9]([NH:8][C:6]([O:5][C:1]([CH3:4])([CH3:3])[CH3:2])=[O:7])[C:10]([OH:12])=[O:11], predict the reactants needed to synthesize it. The reactants are: [C:1]([O:5][C:6]([NH:8][C@@H:9]([CH2:13][O:14][C:15]1[C:20]([C:21]([F:24])([F:23])[F:22])=[CH:19][CH:18]=[CH:17][C:16]=1[N+:25]([O-])=O)[C:10]([OH:12])=[O:11])=[O:7])([CH3:4])([CH3:3])[CH3:2]. (3) Given the product [C:22]([CH2:21][C@H:18]1[CH2:19][CH2:20][C@H:15]([N:14]2[C:6]3=[C:7]4[S:13][CH:12]=[CH:11][C:8]4=[N:9][CH:10]=[C:5]3[N:4]=[C:3]2[CH2:2][N:28]([S:25]([CH3:24])(=[O:26])=[O:27])[C:29](=[O:35])[O:30][C:31]([CH3:34])([CH3:33])[CH3:32])[CH2:16][CH2:17]1)#[N:23], predict the reactants needed to synthesize it. The reactants are: Cl[CH2:2][C:3]1[N:14]([C@H:15]2[CH2:20][CH2:19][C@H:18]([CH2:21][C:22]#[N:23])[CH2:17][CH2:16]2)[C:6]2=[C:7]3[S:13][CH:12]=[CH:11][C:8]3=[N:9][CH:10]=[C:5]2[N:4]=1.[CH3:24][S:25]([NH:28][C:29](=[O:35])[O:30][C:31]([CH3:34])([CH3:33])[CH3:32])(=[O:27])=[O:26].C(=O)([O-])[O-].[K+].[K+].